Dataset: Forward reaction prediction with 1.9M reactions from USPTO patents (1976-2016). Task: Predict the product of the given reaction. (1) Given the reactants [CH:1]1[C:13]2[N:12]([CH:14]3[C:23]4[C:18](=[CH:19][CH:20]=[CH:21][CH:22]=4)[N:17]([C:24](=[O:35])[C:25]4[CH:30]=[CH:29][C:28]([O:31][CH3:32])=[C:27]([O:33][CH3:34])[CH:26]=4)[CH:16]([CH2:36][CH2:37][CH2:38][CH2:39][CH2:40]O)[CH2:15]3)[C:11]3[C:6](=[CH:7][CH:8]=[CH:9][CH:10]=3)[C:5]=2[CH:4]=[CH:3][CH:2]=1.[F:42][C:43]([F:57])([F:56])[C:44]1[CH:45]=[C:46]([CH:50]2[CH2:55][CH2:54][NH:53][CH2:52][CH2:51]2)[CH:47]=[CH:48][CH:49]=1, predict the reaction product. The product is: [CH3:34][O:33][C:27]1[CH:26]=[C:25]([CH:30]=[CH:29][C:28]=1[O:31][CH3:32])[C:24]([N:17]1[C:18]2[C:23](=[CH:22][CH:21]=[CH:20][CH:19]=2)[CH:14]([N:12]2[C:13]3[CH:1]=[CH:2][CH:3]=[CH:4][C:5]=3[C:6]3[C:11]2=[CH:10][CH:9]=[CH:8][CH:7]=3)[CH2:15][CH:16]1[CH2:36][CH2:37][CH2:38][CH2:39][CH2:40][N:53]1[CH2:52][CH2:51][CH:50]([C:46]2[CH:47]=[CH:48][CH:49]=[C:44]([C:43]([F:42])([F:56])[F:57])[CH:45]=2)[CH2:55][CH2:54]1)=[O:35]. (2) The product is: [NH2:21][C:18]1[CH:17]=[CH:16][C:15]([CH2:14][CH:9]([NH:8][C:6]([O:5][C:1]([CH3:4])([CH3:3])[CH3:2])=[O:7])[C:10]([O:12][CH3:13])=[O:11])=[CH:20][CH:19]=1. Given the reactants [C:1]([O:5][C:6]([NH:8][CH:9]([CH2:14][C:15]1[CH:20]=[CH:19][C:18]([N+:21]([O-])=O)=[CH:17][CH:16]=1)[C:10]([O:12][CH3:13])=[O:11])=[O:7])([CH3:4])([CH3:3])[CH3:2], predict the reaction product. (3) Given the reactants [Cl:1][CH2:2][CH2:3][CH2:4][S:5](Cl)(=[O:7])=[O:6].[CH3:9][C:10]1[N:14]([CH:15]([CH3:17])[CH3:16])[C:13]([C:18]2[CH:23]=[CH:22][N:21]=[C:20]([NH:24][CH:25]3[CH2:30][CH2:29][NH:28][CH2:27][CH2:26]3)[N:19]=2)=[CH:12][N:11]=1, predict the reaction product. The product is: [Cl:1][CH2:2][CH2:3][CH2:4][S:5]([N:28]1[CH2:29][CH2:30][CH:25]([NH:24][C:20]2[N:19]=[C:18]([C:13]3[N:14]([CH:15]([CH3:17])[CH3:16])[C:10]([CH3:9])=[N:11][CH:12]=3)[CH:23]=[CH:22][N:21]=2)[CH2:26][CH2:27]1)(=[O:7])=[O:6]. (4) Given the reactants [C:1]([C:3]([NH:7][C:8](=[O:30])[CH:9]([S:28][CH3:29])[O:10][C:11]1[CH:12]=[C:13]2[C:18](=[C:19]([CH3:21])[CH:20]=1)[N:17]=[CH:16][C:15]([C:22]#[C:23][Si](C)(C)C)=[CH:14]2)([CH3:6])[CH2:4][F:5])#[N:2].C(=O)([O-])[O-].[K+].[K+].C(=O)([O-])O.[Na+], predict the reaction product. The product is: [C:1]([C:3]([NH:7][C:8](=[O:30])[CH:9]([O:10][C:11]1[CH:12]=[C:13]2[C:18](=[C:19]([CH3:21])[CH:20]=1)[N:17]=[CH:16][C:15]([C:22]#[CH:23])=[CH:14]2)[S:28][CH3:29])([CH3:6])[CH2:4][F:5])#[N:2]. (5) Given the reactants [Br:1][C:2]1[CH:3]=[N:4][C:5](F)=[N:6][CH:7]=1.[NH2:9][C@H:10]1[CH2:15][CH2:14][C@H:13]([OH:16])[CH2:12][CH2:11]1, predict the reaction product. The product is: [Br:1][C:2]1[CH:3]=[N:4][C:5]([NH:9][C@H:10]2[CH2:15][CH2:14][C@H:13]([OH:16])[CH2:12][CH2:11]2)=[N:6][CH:7]=1. (6) Given the reactants [OH:1][CH2:2][CH2:3][CH2:4][C:5]1[C:13]2[C:8](=[CH:9][CH:10]=[CH:11][CH:12]=2)[NH:7][C:6]=1[C:14]([O:16][CH2:17][CH3:18])=[O:15].[C:19]1([C:26]2[CH:31]=[CH:30][CH:29]=[CH:28][CH:27]=2)[CH:24]=[CH:23][C:22](O)=[CH:21][CH:20]=1, predict the reaction product. The product is: [C:19]1([C:26]2[CH:27]=[CH:28][CH:29]=[CH:30][CH:31]=2)[CH:24]=[CH:23][C:22]([O:1][CH2:2][CH2:3][CH2:4][C:5]2[C:13]3[C:8](=[CH:9][CH:10]=[CH:11][CH:12]=3)[NH:7][C:6]=2[C:14]([O:16][CH2:17][CH3:18])=[O:15])=[CH:21][CH:20]=1. (7) Given the reactants [Cl:1][C:2]1[CH:3]=[C:4]([S:8]([C:11]2[CH:16]=[CH:15][C:14]3[C:17]4[CH2:22][CH2:21][NH:20][CH2:19][C:18]=4[O:23][C:13]=3[CH:12]=2)(=[O:10])=[O:9])[CH:5]=[CH:6][CH:7]=1.[C:24](OC(=O)C)(=[O:26])[CH3:25], predict the reaction product. The product is: [Cl:1][C:2]1[CH:3]=[C:4]([S:8]([C:11]2[CH:16]=[CH:15][C:14]3[C:17]4[CH2:22][CH2:21][N:20]([C:24](=[O:26])[CH3:25])[CH2:19][C:18]=4[O:23][C:13]=3[CH:12]=2)(=[O:9])=[O:10])[CH:5]=[CH:6][CH:7]=1.